From a dataset of NCI-60 drug combinations with 297,098 pairs across 59 cell lines. Regression. Given two drug SMILES strings and cell line genomic features, predict the synergy score measuring deviation from expected non-interaction effect. (1) Drug 1: CN(C)N=NC1=C(NC=N1)C(=O)N. Drug 2: COC1=C2C(=CC3=C1OC=C3)C=CC(=O)O2. Cell line: OVCAR-8. Synergy scores: CSS=-2.23, Synergy_ZIP=0.692, Synergy_Bliss=-1.78, Synergy_Loewe=-4.53, Synergy_HSA=-4.73. (2) Drug 1: CC1C(C(CC(O1)OC2CC(CC3=C2C(=C4C(=C3O)C(=O)C5=C(C4=O)C(=CC=C5)OC)O)(C(=O)CO)O)N)O.Cl. Drug 2: CC1C(C(CC(O1)OC2CC(CC3=C2C(=C4C(=C3O)C(=O)C5=CC=CC=C5C4=O)O)(C(=O)C)O)N)O. Cell line: OVCAR-8. Synergy scores: CSS=47.8, Synergy_ZIP=-4.48, Synergy_Bliss=-2.92, Synergy_Loewe=1.14, Synergy_HSA=2.51. (3) Drug 1: COC1=NC(=NC2=C1N=CN2C3C(C(C(O3)CO)O)O)N. Synergy scores: CSS=29.0, Synergy_ZIP=1.14, Synergy_Bliss=-3.50, Synergy_Loewe=-65.1, Synergy_HSA=-5.89. Drug 2: CC=C1C(=O)NC(C(=O)OC2CC(=O)NC(C(=O)NC(CSSCCC=C2)C(=O)N1)C(C)C)C(C)C. Cell line: MDA-MB-435. (4) Drug 1: CC1=C(C=C(C=C1)C(=O)NC2=CC(=CC(=C2)C(F)(F)F)N3C=C(N=C3)C)NC4=NC=CC(=N4)C5=CN=CC=C5. Drug 2: COC1=C2C(=CC3=C1OC=C3)C=CC(=O)O2. Cell line: OVCAR3. Synergy scores: CSS=3.74, Synergy_ZIP=3.19, Synergy_Bliss=0.285, Synergy_Loewe=-1.21, Synergy_HSA=-1.23. (5) Drug 2: CC1=C(N=C(N=C1N)C(CC(=O)N)NCC(C(=O)N)N)C(=O)NC(C(C2=CN=CN2)OC3C(C(C(C(O3)CO)O)O)OC4C(C(C(C(O4)CO)O)OC(=O)N)O)C(=O)NC(C)C(C(C)C(=O)NC(C(C)O)C(=O)NCCC5=NC(=CS5)C6=NC(=CS6)C(=O)NCCC[S+](C)C)O. Cell line: UACC62. Drug 1: C1=CN(C(=O)N=C1N)C2C(C(C(O2)CO)O)O.Cl. Synergy scores: CSS=35.2, Synergy_ZIP=-14.1, Synergy_Bliss=-9.21, Synergy_Loewe=-5.93, Synergy_HSA=-3.12. (6) Drug 1: CN(C)C1=NC(=NC(=N1)N(C)C)N(C)C. Drug 2: CC1CCC2CC(C(=CC=CC=CC(CC(C(=O)C(C(C(=CC(C(=O)CC(OC(=O)C3CCCCN3C(=O)C(=O)C1(O2)O)C(C)CC4CCC(C(C4)OC)OCCO)C)C)O)OC)C)C)C)OC. Cell line: CCRF-CEM. Synergy scores: CSS=19.0, Synergy_ZIP=-6.84, Synergy_Bliss=-1.46, Synergy_Loewe=-28.3, Synergy_HSA=-3.71. (7) Drug 1: CCCS(=O)(=O)NC1=C(C(=C(C=C1)F)C(=O)C2=CNC3=C2C=C(C=N3)C4=CC=C(C=C4)Cl)F. Drug 2: CC1=CC=C(C=C1)C2=CC(=NN2C3=CC=C(C=C3)S(=O)(=O)N)C(F)(F)F. Cell line: SK-MEL-2. Synergy scores: CSS=1.23, Synergy_ZIP=-1.25, Synergy_Bliss=0.175, Synergy_Loewe=-6.39, Synergy_HSA=-3.12.